Task: Binary Classification. Given a miRNA mature sequence and a target amino acid sequence, predict their likelihood of interaction.. Dataset: Experimentally validated miRNA-target interactions with 360,000+ pairs, plus equal number of negative samples (1) The miRNA is mmu-miR-466d-3p with sequence UAUACAUACACGCACACAUAG. The protein sequence of the target gene is MSSEPSTTGTSPRTPRPGAQKSSGAVTKKGDRAAKDKTASTLPPVGEDEPKNPEEYQCTGVLETDFAELCTRSGYVDFPKVVTRPRVQQSSVPSASTSEKPVLDDQRPSASCSQSSLESKYVFFRPTIQVELEQEDSKAVKEIYIRGWKVEDRILGIFSKCLPSLSQLQAINLWKVGLTDKTLTTFIALLPLCSSTLRKVSLEGNPIPEQSFSKLMGLDSTIVHLSLRNNNINDHGAQLLGQALSTLQNSNRTLVSLNLAFNHIGDVGAGYIADGLRLNRSLLWLSLAHNHIQDKGALKL.... Result: 1 (interaction). (2) The miRNA is hsa-miR-3121-5p with sequence UCCUUUGCCUAUUCUAUUUAAG. The protein sequence of the target gene is MAHGPGALMLKCVVVGDGAVGKTCLLMSYANDAFPEEYVPTVFDHYAVSVTVGGKQYLLGLYDTAGQEDYDRLRPLSYPMTDVFLICFSVVNPASFQNVKEEWVPELKEYAPNVPFLLIGTQIDLRDDPKTLARLNDMKEKPVCVEQGQKLAKEIGACCYVECSALTQKGLKTVFDEAIIAILTPKKHTVKKRIGSRCINCCLIT. Result: 0 (no interaction). (3) The miRNA is mmu-miR-15a-5p with sequence UAGCAGCACAUAAUGGUUUGUG. The protein sequence of the target gene is MESQQDEAVQTKGASTSSDAQDQGAEKGAKNKTTEATEGPTSEPPLSGPGRLKKTAMKLFGGKKGICTLPSFFGGGRSKGSGKVSSKKSLNKSKTHDGLSEASQGPEDVVIEETDLSTPLSKSSAQFPSSQSANGALEIGSKHKTSGTEAIEKAGVEKVPSVHKPKKSLKSFFSSIRRHRKGKTSGADQSVPGAKELEGARTRSHEHVSSISLPSSEEIFRDTRKENAKPQDAPGPKMSPAQVHFSPTTEKAACKNPEKLTRTCASEFMQPKPVLEGGSLEEPHTSETEGKVVAGEVNPP.... Result: 1 (interaction). (4) The miRNA is hsa-miR-331-5p with sequence CUAGGUAUGGUCCCAGGGAUCC. The protein sequence of the target gene is MGAGALALGASEPCNLSSAAPLPDGAATAARLLVLASPPASLLPPASEGSAPLSQQWTAGMGLLLALIVLLIVVGNVLVIVAIAKTPRLQTLTNLFIMSLASADLVMGLLVVPFGATIVVWGRWEYGSFFCELWTSVDVLCVTASIETLCVIALDRYLAITSPFRYQSLLTRARARALVCTVWAISALVSFLPILMHWWRAESDEARRCYNDPKCCDFVTNRAYAIASSVVSFYVPLCIMAFVYLRVFREAQKQVKKIDSCERRFLGGPARPPSPEPSPSPGPPRPADSLANGRSSKRRP.... Result: 0 (no interaction). (5) The miRNA is hsa-miR-7110-3p with sequence UCUCUCUCCCACUUCCCUGCAG. Result: 1 (interaction). The protein sequence of the target gene is MVPPPPSRGGAARGQLGRSLGPLLLLLALGHTWTYREEPEDGDREICSESKIATTKYPCLKSSGELTTCYRKKCCKGYKFVLGQCIPEDYDVCAEAPCEQQCTDNFGRVLCTCYPGYRYDRERHRKREKPYCLDIDECASSNGTLCAHICINTLGSYRCECREGYIREDDGKTCTRGDKYPNDTGHEKSENMVKAGTCCATCKEFYQMKQTVLQLKQKIALLPNNAADLGKYITGDKVLASNTYLPGPPGLPGGQGPPGSPGPKGSPGFPGMPGPPGQPGPRGSMGPMGPSPDLSHIKQG.... (6) The miRNA is hsa-miR-203a-3p with sequence GUGAAAUGUUUAGGACCACUAG. The protein sequence of the target gene is MAKAAASSSLEDLDLSGEEVQRLTSAFQDPEFRRMFSQYAEELTDPENRRRYEAEITALERERGVEVRFVHPEPGHVLRTSLDGARRCFVNVCSNALVGAPSSRPGSGGDRGAAPGSHWSLPYSLAPGREYAGRSSSRYMVYDVVFHPDALALARRHEGFRQMLDATALEAVEKQFGVKLDRRNAKTLKAKYKGTPEAAVLRTPLPGVIPARPDGEPKGPLPDFPYPYQYPAAPGPRAPSPPEAALQPAPTEPRYSVVQRHHVDLQDYRCSRDSAPSPVPHELVITIELPLLRSAEQAAL.... Result: 1 (interaction). (7) The miRNA is hsa-miR-185-5p with sequence UGGAGAGAAAGGCAGUUCCUGA. The protein sequence of the target gene is MVRKLKFHEQKLLKQVDFLNWEVTDHNLHELRVLRRYRLQRREDYTRYNQLSRAVRELARRLRDLPERDQFRVRASAALLDKLYALGLVPTRGSLELCDFVTASSFCRRRLPTVLLKLRMAQHLQAAVAFVEQGHVRVGPDVVTDPAFLVTRSMEDFVTWVDSSKIKRHVLEYNEERDDFDLEA. Result: 0 (no interaction).